From a dataset of Forward reaction prediction with 1.9M reactions from USPTO patents (1976-2016). Predict the product of the given reaction. (1) The product is: [NH2:1][C:4]1[CH:16]=[CH:15][C:7]([CH2:8][NH:9][S:10]([CH2:13][CH3:14])(=[O:12])=[O:11])=[CH:6][CH:5]=1. Given the reactants [N+:1]([C:4]1[CH:16]=[CH:15][C:7]([CH2:8][NH:9][S:10]([CH2:13][CH3:14])(=[O:12])=[O:11])=[CH:6][CH:5]=1)([O-])=O.NN, predict the reaction product. (2) Given the reactants Cl.O.[NH:3]1[CH2:8][CH2:7][C:6](=[O:9])[CH2:5][CH2:4]1.C(N(CC)C(C)C)(C)C.[CH2:19]([C:23]1[CH:28]=[CH:27][C:26]([S:29](Cl)(=[O:31])=[O:30])=[CH:25][CH:24]=1)[CH2:20][CH2:21][CH3:22].C([O-])(O)=[O:34].[Na+], predict the reaction product. The product is: [CH2:19]([C:23]1[CH:28]=[CH:27][C:26]([S:29]([N:3]2[CH2:8][CH2:7][C:6]([OH:34])([OH:9])[CH2:5][CH2:4]2)(=[O:31])=[O:30])=[CH:25][CH:24]=1)[CH2:20][CH2:21][CH3:22]. (3) The product is: [NH2:24][C:22]1[N:21]=[CH:20][N:19]=[C:18]2[N:17]([C@H:25]3[CH2:30][CH2:29][C@@H:28]([N:31]4[CH2:32][CH2:33][N:34]([CH3:37])[CH2:35][CH2:36]4)[CH2:27][CH2:26]3)[N:16]=[C:15]([C:12]3[CH:13]=[CH:14][C:9]([OH:8])=[CH:10][CH:11]=3)[C:23]=12. Given the reactants C([O:8][C:9]1[CH:14]=[CH:13][C:12]([C:15]2[C:23]3[C:18](=[N:19][CH:20]=[N:21][C:22]=3[NH2:24])[N:17]([C@H:25]3[CH2:30][CH2:29][C@@H:28]([N:31]4[CH2:36][CH2:35][N:34]([CH3:37])[CH2:33][CH2:32]4)[CH2:27][CH2:26]3)[N:16]=2)=[CH:11][CH:10]=1)C1C=CC=CC=1.C([O-])=O.[NH4+], predict the reaction product. (4) Given the reactants [CH2:1]([O:3][C:4](=[O:28])[CH2:5][CH:6]1[C:12]2[CH:13]=[CH:14][CH:15]=[C:16]([C:17]([NH:19][OH:20])=[NH:18])[C:11]=2[O:10][CH2:9][CH2:8][N:7]1[C:21]([O:23][C:24]([CH3:27])([CH3:26])[CH3:25])=[O:22])[CH3:2].C(N(CC)CC)C.[Cl:36][C:37]1[CH:38]=[C:39]([CH:43]=[CH:44][C:45]=1[O:46][CH:47]([CH3:49])[CH3:48])[C:40](Cl)=O, predict the reaction product. The product is: [Cl:36][C:37]1[CH:38]=[C:39]([C:40]2[O:20][N:19]=[C:17]([C:16]3[C:11]4[O:10][CH2:9][CH2:8][N:7]([C:21]([O:23][C:24]([CH3:27])([CH3:26])[CH3:25])=[O:22])[CH:6]([CH2:5][C:4]([O:3][CH2:1][CH3:2])=[O:28])[C:12]=4[CH:13]=[CH:14][CH:15]=3)[N:18]=2)[CH:43]=[CH:44][C:45]=1[O:46][CH:47]([CH3:48])[CH3:49]. (5) Given the reactants [Br:1][C:2]1[CH:3]=[C:4]([NH:8]/[C:9](=[N:17]/[C:18]#[N:19])/OC2C=CC=CC=2)[CH:5]=[CH:6][CH:7]=1.[NH2:20][NH2:21], predict the reaction product. The product is: [Br:1][C:2]1[CH:3]=[C:4]([NH:8][C:9]2[N:17]=[C:18]([NH2:19])[NH:21][N:20]=2)[CH:5]=[CH:6][CH:7]=1. (6) Given the reactants [Cl:1][C:2]1[CH:3]=[C:4]([S:9]([NH:12][C:13]2[CH:22]=[CH:21][CH:20]=[CH:19][C:14]=2[C:15]([O:17][CH3:18])=[O:16])(=[O:11])=[O:10])[CH:5]=[CH:6][C:7]=1[Cl:8].[C:23]([O-])([O-])=O.[K+].[K+].CI, predict the reaction product. The product is: [Cl:1][C:2]1[CH:3]=[C:4]([S:9]([N:12]([C:13]2[CH:22]=[CH:21][CH:20]=[CH:19][C:14]=2[C:15]([O:17][CH3:18])=[O:16])[CH3:23])(=[O:10])=[O:11])[CH:5]=[CH:6][C:7]=1[Cl:8]. (7) Given the reactants C(NC(C)C)(C)C.C([Li])CCC.[CH2:13]([SnH:17]([CH2:22][CH2:23][CH2:24][CH3:25])[CH2:18][CH2:19][CH2:20][CH3:21])[CH2:14][CH2:15][CH3:16].[CH2:26]([O:33][C:34]1[CH:41]=[CH:40][C:37]([CH2:38]Cl)=[CH:36][CH:35]=1)[C:27]1[CH:32]=[CH:31][CH:30]=[CH:29][CH:28]=1, predict the reaction product. The product is: [CH2:26]([O:33][C:34]1[CH:41]=[CH:40][C:37]([CH2:38][Sn:17]([CH2:18][CH2:19][CH2:20][CH3:21])([CH2:22][CH2:23][CH2:24][CH3:25])[CH2:13][CH2:14][CH2:15][CH3:16])=[CH:36][CH:35]=1)[C:27]1[CH:32]=[CH:31][CH:30]=[CH:29][CH:28]=1. (8) Given the reactants Br[C:2]1[C:3]([C:18]2[CH:23]=[CH:22][C:21]([O:24][CH3:25])=[CH:20][CH:19]=2)=[N:4][N:5]([CH3:17])[C:6]=1[CH2:7][CH2:8][O:9][Si:10]([C:13]([CH3:16])([CH3:15])[CH3:14])([CH3:12])[CH3:11].[CH3:26][C:27]1[C:31](B(O)O)=[C:30]([CH3:35])[O:29][N:28]=1.C([O-])([O-])=O.[K+].[K+], predict the reaction product. The product is: [Si:10]([O:9][CH2:8][CH2:7][C:6]1[N:5]([CH3:17])[N:4]=[C:3]([C:18]2[CH:23]=[CH:22][C:21]([O:24][CH3:25])=[CH:20][CH:19]=2)[C:2]=1[C:31]1[C:27]([CH3:26])=[N:28][O:29][C:30]=1[CH3:35])([C:13]([CH3:16])([CH3:15])[CH3:14])([CH3:12])[CH3:11].